This data is from Forward reaction prediction with 1.9M reactions from USPTO patents (1976-2016). The task is: Predict the product of the given reaction. Given the reactants C(N(CC)CC)C.[CH:8](=[N:15][C:16]1[CH:21]=[C:20]([O:22][CH3:23])[N:19]=[C:18]([O:24][CH3:25])[N:17]=1)[C:9]1[CH:14]=[CH:13][CH:12]=[CH:11][CH:10]=1.[CH:26]([C:28]1[C:36]2[C:31](=[CH:32][CH:33]=[CH:34][CH:35]=2)[N:30](C(OC(C)(C)C)=O)[CH:29]=1)=[O:27], predict the reaction product. The product is: [CH3:25][O:24][C:18]1[N:17]=[C:16]([NH:15][CH:8]([C:9]2[CH:10]=[CH:11][CH:12]=[CH:13][CH:14]=2)[C:26]([C:28]2[C:36]3[C:31](=[CH:32][CH:33]=[CH:34][CH:35]=3)[NH:30][CH:29]=2)=[O:27])[CH:21]=[C:20]([O:22][CH3:23])[N:19]=1.